Dataset: TCR-epitope binding with 47,182 pairs between 192 epitopes and 23,139 TCRs. Task: Binary Classification. Given a T-cell receptor sequence (or CDR3 region) and an epitope sequence, predict whether binding occurs between them. (1) The epitope is AIMTRCLAV. The TCR CDR3 sequence is CASSLGWGVDSPLHF. Result: 0 (the TCR does not bind to the epitope). (2) The epitope is TPINLVRDL. The TCR CDR3 sequence is CASSVRQGSDTGELFF. Result: 0 (the TCR does not bind to the epitope). (3) The epitope is KRWIILGLNK. The TCR CDR3 sequence is CASSHDRDTQYF. Result: 1 (the TCR binds to the epitope). (4) The epitope is KLWAQCVQL. The TCR CDR3 sequence is CASSLDTGDGNTIYF. Result: 1 (the TCR binds to the epitope). (5) The epitope is MMISAGFSL. The TCR CDR3 sequence is CASSPTGGNTEAFF. Result: 0 (the TCR does not bind to the epitope). (6) The epitope is FLKEKGGL. The TCR CDR3 sequence is CASSPAGVGETQYF. Result: 1 (the TCR binds to the epitope). (7) Result: 1 (the TCR binds to the epitope). The epitope is VLAWLYAAV. The TCR CDR3 sequence is CASSYSTSVDEQFF. (8) The epitope is DPFRLLQNSQVFS. The TCR CDR3 sequence is CAIRSGTRSWDEQFF. Result: 0 (the TCR does not bind to the epitope). (9) The epitope is YYRRATRRIR. The TCR CDR3 sequence is CASYDGDSLPYEQYF. Result: 1 (the TCR binds to the epitope). (10) The epitope is FLNGSCGSV. The TCR CDR3 sequence is CSVEDPGLAGTDEQYF. Result: 1 (the TCR binds to the epitope).